Dataset: Full USPTO retrosynthesis dataset with 1.9M reactions from patents (1976-2016). Task: Predict the reactants needed to synthesize the given product. Given the product [Cl:1][C:2]1[CH:3]=[CH:4][C:5]([C:8]2[C:9]([O:17][CH2:18][C:19]([F:20])([F:21])[F:22])=[N:10][CH:11]=[C:12]([CH:16]=2)[C:13]([NH:32][CH2:31][C:28]2[CH:29]=[CH:30][N:26]([CH2:23][CH2:24][CH3:25])[N:27]=2)=[O:15])=[CH:6][CH:7]=1, predict the reactants needed to synthesize it. The reactants are: [Cl:1][C:2]1[CH:7]=[CH:6][C:5]([C:8]2[C:9]([O:17][CH2:18][C:19]([F:22])([F:21])[F:20])=[N:10][CH:11]=[C:12]([CH:16]=2)[C:13]([OH:15])=O)=[CH:4][CH:3]=1.[CH2:23]([N:26]1[CH:30]=[CH:29][C:28]([CH2:31][NH2:32])=[N:27]1)[CH2:24][CH3:25].